From a dataset of Forward reaction prediction with 1.9M reactions from USPTO patents (1976-2016). Predict the product of the given reaction. Given the reactants [C:1]([N:4]1[CH2:9][CH2:8][NH:7][CH2:6][CH2:5]1)(=[O:3])[CH3:2].[Cl:10][C:11]1[C:16]([F:17])=[C:15]([CH:18]=O)[CH:14]=[CH:13][N:12]=1.[BH-](OC(C)=O)(OC(C)=O)OC(C)=O.[Na+].CC(O)=O, predict the reaction product. The product is: [Cl:10][C:11]1[C:16]([F:17])=[C:15]([CH2:18][N:7]2[CH2:8][CH2:9][N:4]([C:1](=[O:3])[CH3:2])[CH2:5][CH2:6]2)[CH:14]=[CH:13][N:12]=1.